This data is from Reaction yield outcomes from USPTO patents with 853,638 reactions. The task is: Predict the reaction yield, written as a fraction of the theoretical maximum amount of product (1.0 means a 100% yield; for example, 0.34 means a 34% yield). (1) The reactants are [F:1][C:2]1[CH:23]=[C:22]([N+:24]([O-])=O)[CH:21]=[CH:20][C:3]=1[O:4][C:5]1[CH:10]=[CH:9][N:8]=[C:7]2[CH:11]=[C:12]([C:14]3[N:15]([CH3:19])[CH:16]=[CH:17][N:18]=3)[S:13][C:6]=12.[BH4-].[Na+]. The catalyst is CO.C1COCC1. The product is [F:1][C:2]1[CH:23]=[C:22]([NH2:24])[CH:21]=[CH:20][C:3]=1[O:4][C:5]1[CH:10]=[CH:9][N:8]=[C:7]2[CH:11]=[C:12]([C:14]3[N:15]([CH3:19])[CH:16]=[CH:17][N:18]=3)[S:13][C:6]=12. The yield is 0.520. (2) The reactants are [NH2:1][C:2]1[NH:6][N:5]=[C:4]([CH3:7])[C:3]=1[C:8]1[S:9][C:10]2[CH:16]=[C:15]([S:17](Cl)(=[O:19])=[O:18])[CH:14]=[CH:13][C:11]=2[N:12]=1.[CH3:21][N:22]1[CH2:27][CH2:26][NH:25][CH2:24][CH2:23]1. The catalyst is C(N(CC)CC)C. The product is [CH3:7][C:4]1[C:3]([C:8]2[S:9][C:10]3[CH:16]=[C:15]([S:17]([N:25]4[CH2:26][CH2:27][N:22]([CH3:21])[CH2:23][CH2:24]4)(=[O:19])=[O:18])[CH:14]=[CH:13][C:11]=3[N:12]=2)=[C:2]([NH2:1])[NH:6][N:5]=1. The yield is 0.200.